Dataset: Catalyst prediction with 721,799 reactions and 888 catalyst types from USPTO. Task: Predict which catalyst facilitates the given reaction. (1) Reactant: C([Si](C)(C)[O:6][C@@H:7]1[CH2:15][C:14]2[C:9](=[CH:10][CH:11]=[CH:12][CH:13]=2)[C@H:8]1[N:16]([CH3:21])[S:17]([CH3:20])(=[O:19])=[O:18])(C)(C)C.[N+](CCCC)(CCCC)(CCCC)CCCC.[F-].C(Cl)Cl. Product: [OH:6][C@@H:7]1[CH2:15][C:14]2[C:9](=[CH:10][CH:11]=[CH:12][CH:13]=2)[C@H:8]1[N:16]([CH3:21])[S:17]([CH3:20])(=[O:19])=[O:18]. The catalyst class is: 1. (2) Reactant: [C:1]([CH:4]([CH:6]([C:8]([OH:10])=[O:9])[OH:7])[OH:5])([OH:3])=[O:2].CN(C)C[C@@H](C)[C@](C1C=CC=C(OC)C=1)(O)CC.[OH-].[Na+].CN(C)C[C@@H](C)[C@](C1C=CC=C(OC)C=1)(O)CC.CN(C)C[C@H](C)[C@@](C1C=CC=C(OC)C=1)(O)CC. Product: [C:8]([OH:10])(=[O:9])[C@H:6]([C@@H:4]([C:1]([OH:3])=[O:2])[OH:5])[OH:7]. The catalyst class is: 6.